Dataset: Peptide-MHC class I binding affinity with 185,985 pairs from IEDB/IMGT. Task: Regression. Given a peptide amino acid sequence and an MHC pseudo amino acid sequence, predict their binding affinity value. This is MHC class I binding data. The peptide sequence is GVSYEVFDDY. The binding affinity (normalized) is 0.425. The MHC is HLA-A11:01 with pseudo-sequence HLA-A11:01.